From a dataset of Experimentally validated miRNA-target interactions with 360,000+ pairs, plus equal number of negative samples. Binary Classification. Given a miRNA mature sequence and a target amino acid sequence, predict their likelihood of interaction. (1) The miRNA is hsa-miR-125a-5p with sequence UCCCUGAGACCCUUUAACCUGUGA. The protein sequence of the target gene is MAVPAKKRKMNFSEREVEIIVEELELKKHLLVNHFNAGVPLAAKSAAWHGILRRVNAVATCRRELPEVKKKWSDLKTEVRRKVAQVRAAVEGGEAPGPTEEDGAGGPGTGGGSGGGGPAVAPVLLTPMQQRICNLLGEATIISLPSTTEIHPVALGPSATAAAATVTLTQIPTETTYHTLEEGVVEYCTAEAPPPLPPETPVDMMAQHADTSVKPQALKSRIALNSAKLIQEQRVTNLHVKEIAQHLEQQNDLLQMIRRSQEVQACAQERQAQAMEGTQAALSVLIQVLRPMIKDFRRYL.... Result: 1 (interaction). (2) The miRNA is mmu-miR-6955-3p with sequence ACACCUGUCUCCUUUGCCCACA. The protein sequence of the target gene is MAEGLERVRISASELRGILATLAPQAGSRENMKELKEARPRKDNRRPDLEIYKPGLSRLRNKPKIKEPPGSEEFKDEIVNDRDCSAVENGTQPVKDVCKELNNQEQNGPIDPENNRGQESFPRTAGQEDRSLKIIKRTKKPDLQIYQPGRRLQTVSKESASRVEEEEVLNQVEQLRVEEDECRGNVAKEEVANKPDRAEIEKSPGGGRVGAAKGEKGKRMGKGEGVRETHDDPARGRPGSAKRYSRSDKRRNRYRTRSTSSAGSNNSAEGAGLTDNGCRRRRQDRTKERPRLKKQVSVSS.... Result: 0 (no interaction).